Dataset: Full USPTO retrosynthesis dataset with 1.9M reactions from patents (1976-2016). Task: Predict the reactants needed to synthesize the given product. (1) The reactants are: [S:1]1[CH:5]=[CH:4][C:3]2[CH:6]=[CH:7][CH:8]=[CH:9][C:2]1=2.C([Li])(C)(C)C.CCCCC.[CH2:20]([C:27]1([N:34]([CH3:36])[CH3:35])[CH2:32][CH2:31][C:30](=[O:33])[CH2:29][CH2:28]1)[C:21]1[CH:26]=[CH:25][CH:24]=[CH:23][CH:22]=1. Given the product [S:1]1[C:5]([C:30]2([OH:33])[CH2:31][CH2:32][C:27]([CH2:20][C:21]3[CH:22]=[CH:23][CH:24]=[CH:25][CH:26]=3)([N:34]([CH3:36])[CH3:35])[CH2:28][CH2:29]2)=[CH:4][C:3]2[CH:6]=[CH:7][CH:8]=[CH:9][C:2]1=2, predict the reactants needed to synthesize it. (2) Given the product [CH3:21][C:20]([Si:23]([CH3:38])([CH3:39])[O:24][C:25]1[CH:26]=[CH:27][C:28]([CH2:31][CH2:32][N:11]2[CH2:12][CH2:13][N:8]([C:6]([O:5][C:1]([CH3:4])([CH3:2])[CH3:3])=[O:7])[CH2:9][CH2:10]2)=[CH:29][CH:30]=1)([CH3:19])[CH3:22], predict the reactants needed to synthesize it. The reactants are: [C:1]([O:5][C:6]([N:8]1[CH2:13][CH2:12][NH:11][CH2:10][CH2:9]1)=[O:7])([CH3:4])([CH3:3])[CH3:2].C(=O)(O)[O-].[Na+].[CH3:19][C:20]([Si:23]([CH3:39])([CH3:38])[O:24][C:25]1[CH:30]=[CH:29][C:28]([CH2:31][CH2:32]CS([O-])(=O)=O)=[CH:27][CH:26]=1)([CH3:22])[CH3:21]. (3) The reactants are: [C:1]([O:5][C:6](=[O:29])[NH:7][CH:8]1[C:14]([CH3:16])([CH3:15])[CH:13]=[CH:12][CH2:11][N:10]([CH2:17][C:18]2[CH:23]=[CH:22][C:21]([O:24][CH3:25])=[CH:20][C:19]=2[O:26][CH3:27])[C:9]1=[O:28])([CH3:4])([CH3:3])[CH3:2]. Given the product [C:1]([O:5][C:6](=[O:29])[NH:7][CH:8]1[C:14]([CH3:16])([CH3:15])[CH2:13][CH2:12][CH2:11][N:10]([CH2:17][C:18]2[CH:23]=[CH:22][C:21]([O:24][CH3:25])=[CH:20][C:19]=2[O:26][CH3:27])[C:9]1=[O:28])([CH3:2])([CH3:3])[CH3:4], predict the reactants needed to synthesize it. (4) Given the product [OH:35][C:32]([C:6]1[C:14]2[CH2:13][CH2:12][N:11]([C:15]3[CH:20]=[CH:19][C:18]([N:21]4[CH2:26][CH2:25][CH2:24][CH2:23][C:22]4=[O:27])=[CH:17][CH:16]=3)[C:10](=[O:28])[C:9]=2[N:8]([C:29]2[CH:34]=[CH:33][C:32]([O:35][CH3:36])=[CH:31][CH:30]=2)[N:7]=1)([CH3:33])[CH3:31], predict the reactants needed to synthesize it. The reactants are: C(OC([C:6]1[C:14]2[CH2:13][CH2:12][N:11]([C:15]3[CH:20]=[CH:19][C:18]([N:21]4[CH2:26][CH2:25][CH2:24][CH2:23][C:22]4=[O:27])=[CH:17][CH:16]=3)[C:10](=[O:28])[C:9]=2[N:8]([C:29]2[CH:34]=[CH:33][C:32]([O:35][CH3:36])=[CH:31][CH:30]=2)[N:7]=1)=O)C.C[Mg+].[Br-]. (5) Given the product [OH:6][CH:3]([CH2:4][OH:5])[CH2:2][NH:1][C:14]([C:11]1[S:10][N:9]=[C:8]([Cl:7])[C:12]=1[Cl:13])=[O:15], predict the reactants needed to synthesize it. The reactants are: [NH2:1][CH2:2][CH:3]([OH:6])[CH2:4][OH:5].[Cl:7][C:8]1[C:12]([Cl:13])=[C:11]([C:14](OC)=[O:15])[S:10][N:9]=1.C(OCC)(=O)C. (6) Given the product [NH2:1][C:11]1[C:10]2[C:9](=[CH:16][C:15]([F:17])=[CH:14][CH:13]=2)[C:4]([C:2]#[N:3])=[CH:5][N:12]=1, predict the reactants needed to synthesize it. The reactants are: [NH3:1].[C:2]([C:4]([C:9]1[CH:16]=[C:15]([F:17])[CH:14]=[CH:13][C:10]=1[C:11]#[N:12])=[CH:5]OCC)#[N:3]. (7) Given the product [CH3:24][O:23][C:20]1[CH:21]=[CH:22][C:8]2[CH2:7][CH2:6][C:12](=[O:13])[CH2:11][CH2:10][C:9]=2[CH:19]=1, predict the reactants needed to synthesize it. The reactants are: C(OC([CH:6]1[C:12](=[O:13])[CH:11](C(OCC)=O)[CH2:10][C:9]2[CH:19]=[C:20]([O:23][CH3:24])[CH:21]=[CH:22][C:8]=2[CH2:7]1)=O)C.[OH-].[K+].O.